This data is from Reaction yield outcomes from USPTO patents with 853,638 reactions. The task is: Predict the reaction yield, written as a fraction of the theoretical maximum amount of product (1.0 means a 100% yield; for example, 0.34 means a 34% yield). The reactants are [C:1]12([C:11]3[CH:27]=[CH:26][C:14]([O:15][CH2:16][C:17]([N:19]4[CH2:24][CH2:23][N:22]([CH3:25])[CH2:21][CH2:20]4)=[O:18])=[CH:13][CH:12]=3)[CH2:10][CH:5]3[CH2:6][CH:7]([CH2:9][CH:3]([CH2:4]3)[CH2:2]1)[CH2:8]2.[C:28]([OH:35])(=[O:34])[CH2:29][CH2:30][C:31]([OH:33])=[O:32]. No catalyst specified. The product is [C:31]([CH2:30][CH2:29][C:28]([O-:35])=[O:34])([OH:33])=[O:32].[C:1]12([C:11]3[CH:27]=[CH:26][C:14]([O:15][CH2:16][C:17]([N:19]4[CH2:24][CH2:23][NH+:22]([CH3:25])[CH2:21][CH2:20]4)=[O:18])=[CH:13][CH:12]=3)[CH2:10][CH:5]3[CH2:6][CH:7]([CH2:9][CH:3]([CH2:4]3)[CH2:2]1)[CH2:8]2. The yield is 0.720.